Predict the reactants needed to synthesize the given product. From a dataset of Full USPTO retrosynthesis dataset with 1.9M reactions from patents (1976-2016). (1) Given the product [F:46][C:47]1[CH:48]=[C:49]([CH:93]=[CH:94][CH:95]=1)[CH2:50][N:51]1[C:55]([CH3:56])=[C:54]([C:57]2[C:65]3[C:60](=[N:61][CH:62]=[C:63]([C:66]4[CH:67]=[C:68]([O:80][CH3:81])[C:69]([NH:72][C:73](=[O:79])[O:74][C:75]([CH3:78])([CH3:77])[CH3:76])=[N:70][CH:71]=4)[CH:64]=3)[NH:59][CH:58]=2)[C:53]([CH3:92])=[N:52]1, predict the reactants needed to synthesize it. The reactants are: Cl.FC1C=C(C=CC=1)CN1C=C(C2C3C(=NC=C(C4C=CC(C5CCNCC5)=CC=4)C=3)N(S(C3C=CC(C)=CC=3)(=O)=O)C=2)C=N1.[F:46][C:47]1[CH:48]=[C:49]([CH:93]=[CH:94][CH:95]=1)[CH2:50][N:51]1[C:55]([CH3:56])=[C:54]([C:57]2[C:65]3[C:60](=[N:61][CH:62]=[C:63]([C:66]4[CH:67]=[C:68]([O:80][CH3:81])[C:69]([NH:72][C:73](=[O:79])[O:74][C:75]([CH3:78])([CH3:77])[CH3:76])=[N:70][CH:71]=4)[CH:64]=3)[N:59](S(C3C=CC(C)=CC=3)(=O)=O)[CH:58]=2)[C:53]([CH3:92])=[N:52]1.[OH-].[Li+]. (2) Given the product [CH:32]1([N:21]2[CH2:20][C:19]3[C:23](=[CH:24][C:16]([N:13]4[CH2:12][CH2:11][N:10]([CH2:9][CH2:8][CH:7]([C:1]5[CH:2]=[CH:3][CH:4]=[CH:5][CH:6]=5)[C:26]5[CH:31]=[CH:30][CH:29]=[CH:28][CH:27]=5)[CH2:15][CH2:14]4)=[CH:17][CH:18]=3)[C:22]2=[O:25])[CH2:38][CH2:37][CH2:36][CH2:35][CH2:34][CH2:33]1, predict the reactants needed to synthesize it. The reactants are: [C:1]1([CH:7]([C:26]2[CH:31]=[CH:30][CH:29]=[CH:28][CH:27]=2)[CH2:8][CH2:9][N:10]2[CH2:15][CH2:14][N:13]([C:16]3[CH:24]=[C:23]4[C:19]([CH2:20][NH:21][C:22]4=[O:25])=[CH:18][CH:17]=3)[CH2:12][CH2:11]2)[CH:6]=[CH:5][CH:4]=[CH:3][CH:2]=1.[CH:32]1(Br)[CH2:38][CH2:37][CH2:36][CH2:35][CH2:34][CH2:33]1. (3) Given the product [CH2:31]([C:33]1[N:34]([C:2]2[N:3]=[C:4]([N:25]3[CH2:30][CH2:29][O:28][CH2:27][CH2:26]3)[C:5]3[N:10]=[C:9]([CH2:11][C:12]([N:14]4[CH2:15][CH2:16][N:17]([C:20]([CH3:23])([CH3:24])[CH2:21][OH:22])[CH2:18][CH2:19]4)=[O:13])[S:8][C:6]=3[N:7]=2)[C:35]2[CH:41]=[CH:40][CH:39]=[CH:38][C:36]=2[N:37]=1)[CH3:32], predict the reactants needed to synthesize it. The reactants are: Cl[C:2]1[N:3]=[C:4]([N:25]2[CH2:30][CH2:29][O:28][CH2:27][CH2:26]2)[C:5]2[N:10]=[C:9]([CH2:11][C:12]([N:14]3[CH2:19][CH2:18][N:17]([C:20]([CH3:24])([CH3:23])[CH2:21][OH:22])[CH2:16][CH2:15]3)=[O:13])[S:8][C:6]=2[N:7]=1.[CH2:31]([C:33]1[NH:34][C:35]2[CH:41]=[CH:40][CH:39]=[CH:38][C:36]=2[N:37]=1)[CH3:32].CC(C1C=C(C(C)C)C(C2C=CC=CC=2P(C2CCCCC2)C2CCCCC2)=C(C(C)C)C=1)C.C([O-])([O-])=O.[Cs+].[Cs+]. (4) Given the product [CH3:18][C:4]1([CH3:3])[C:12]2[CH:11]=[C:10]([NH2:39])[CH:9]=[CH:8][C:7]=2[C:6]([C:23]2[CH:24]=[CH:25][C:26]([NH2:27])=[CH:29][CH:28]=2)([CH3:1])[CH2:5]1.[CH:31]1[C:12]([C:7]([C:6]2[CH:1]=[CH:2][C:3]3[C:21]([O:20][C:18](=[O:19])[C:4]=3[CH:5]=2)=[O:22])=[O:45])=[CH:11][C:10]2[C:13]([O:15][C:16](=[O:17])[C:9]=2[CH:8]=1)=[O:14], predict the reactants needed to synthesize it. The reactants are: [CH:1]1[C:6]([C:7]2[CH:12]=[CH:11][C:10]3[C:13]([O:15][C:16](=[O:17])[C:9]=3[CH:8]=2)=[O:14])=[CH:5][C:4]2[C:18]([O:20][C:21](=[O:22])[C:3]=2[CH:2]=1)=[O:19].[CH2:23]([CH2:28][CH2:29]N)[CH2:24][CH2:25][CH2:26][NH2:27].[C:31]1(=O)OC(CC)CC1.[N:39]1C=CC=CC=1.[OH2:45]. (5) The reactants are: Cl[C:2]1[C:3]2[C:4](=[CH:15][N:16](CC3C=CC(OC)=CC=3)[N:17]=2)[N:5]=[C:6]([C:8]2[CH:13]=[CH:12][CH:11]=[C:10]([Cl:14])[CH:9]=2)[N:7]=1.[O:27]1[CH2:32][CH2:31][N:30]([C:33]2[CH:39]=[CH:38][C:36]([NH2:37])=[CH:35][CH:34]=2)[CH2:29][CH2:28]1.Cl. Given the product [Cl:14][C:10]1[CH:9]=[C:8]([C:6]2[N:7]=[C:2]([NH:37][C:36]3[CH:35]=[CH:34][C:33]([N:30]4[CH2:31][CH2:32][O:27][CH2:28][CH2:29]4)=[CH:39][CH:38]=3)[C:3]3[NH:17][N:16]=[CH:15][C:4]=3[N:5]=2)[CH:13]=[CH:12][CH:11]=1, predict the reactants needed to synthesize it. (6) Given the product [C:1]([O:5][C:6]([N:8]1[CH2:12][CH:11]=[C:10]([C:13]2[CH:21]=[CH:20][C:19]([C:22]([O:24][CH3:25])=[O:23])=[C:18]3[C:14]=2[CH:15]=[CH:16][NH:17]3)[CH2:9]1)=[O:7])([CH3:4])([CH3:3])[CH3:2], predict the reactants needed to synthesize it. The reactants are: [C:1]([O:5][C:6]([N:8]1[CH2:12][CH2:11][CH:10]([C:13]2[CH:21]=[CH:20][C:19]([C:22]([O:24][CH3:25])=[O:23])=[C:18]3[C:14]=2[CH:15]=[CH:16][N:17]3C(OC(C)(C)C)=O)[CH2:9]1)=[O:7])([CH3:4])([CH3:3])[CH3:2].[Li+].CC([N-]C(C)C)C.II. (7) Given the product [NH2:5][CH2:15][CH2:16][C:17]1([OH:33])[CH2:18][CH2:19][N:20]([C:23]2[N:28]=[C:27]([C:29]([F:31])([F:32])[F:30])[CH:26]=[CH:25][N:24]=2)[CH2:21][CH2:22]1, predict the reactants needed to synthesize it. The reactants are: ClC1C(Cl)=C(Cl)C(Cl)=C2C=1C(=O)[N:5]([CH2:15][CH2:16][C:17]1([OH:33])[CH2:22][CH2:21][N:20]([C:23]3[N:28]=[C:27]([C:29]([F:32])([F:31])[F:30])[CH:26]=[CH:25][N:24]=3)[CH2:19][CH2:18]1)C2=O.C(N)CN.